Dataset: Full USPTO retrosynthesis dataset with 1.9M reactions from patents (1976-2016). Task: Predict the reactants needed to synthesize the given product. (1) Given the product [F:13][C:2]([F:1])([C:8]1[N:12]=[CH:11][N:10]([CH2:14][OH:15])[N:9]=1)[CH2:3][C:4]([F:7])([F:6])[F:5], predict the reactants needed to synthesize it. The reactants are: [F:1][C:2]([F:13])([C:8]1[N:12]=[CH:11][NH:10][N:9]=1)[CH2:3][C:4]([F:7])([F:6])[F:5].[CH2:14]=[O:15]. (2) Given the product [CH2:1]([O:3][C:4](=[O:15])[CH:5]([C:6]([Cl:18])=[O:7])[CH:9]1[CH2:14][CH2:13][CH2:12][CH2:11][CH2:10]1)[CH3:2], predict the reactants needed to synthesize it. The reactants are: [CH2:1]([O:3][C:4](=[O:15])[CH:5]([CH:9]1[CH2:14][CH2:13][CH2:12][CH2:11][CH2:10]1)[C:6](O)=[O:7])[CH3:2].S(Cl)([Cl:18])=O. (3) Given the product [NH2:12][C:8]1[CH:7]=[C:6]([C:2]([F:1])([F:15])[C:3]([NH2:5])=[O:4])[CH:11]=[CH:10][CH:9]=1, predict the reactants needed to synthesize it. The reactants are: [F:1][C:2]([F:15])([C:6]1[CH:11]=[CH:10][CH:9]=[C:8]([N+:12]([O-])=O)[CH:7]=1)[C:3]([NH2:5])=[O:4].C([SiH](CC)CC)C. (4) Given the product [CH3:1][O:2][C:3]1[CH:8]=[CH:7][CH:6]=[C:5]([O:9][CH3:10])[C:4]=1[CH:11]1[N:16]([CH2:17][C:18]2[CH:23]=[CH:22][C:21]([O:24][C:25]([F:28])([F:26])[F:27])=[CH:20][CH:19]=2)[C:15](=[O:29])[CH2:14][N:13]([C:36]([O:35][C:32]([CH3:34])([CH3:33])[CH3:31])=[O:37])[C:12]1=[O:30], predict the reactants needed to synthesize it. The reactants are: [CH3:1][O:2][C:3]1[CH:8]=[CH:7][CH:6]=[C:5]([O:9][CH3:10])[C:4]=1[CH:11]1[N:16]([CH2:17][C:18]2[CH:23]=[CH:22][C:21]([O:24][C:25]([F:28])([F:27])[F:26])=[CH:20][CH:19]=2)[C:15](=[O:29])[CH2:14][NH:13][C:12]1=[O:30].[CH3:31][C:32]([O:35][C:36](O[C:36]([O:35][C:32]([CH3:34])([CH3:33])[CH3:31])=[O:37])=[O:37])([CH3:34])[CH3:33].CCOC(C)=O. (5) Given the product [Cl:1][C:2]1[CH:3]=[C:4]2[C:8](=[CH:9][CH:10]=1)[N:7]([CH3:11])[C:6]([C:12]([NH:38][C@@H:36]([C:32]1[CH:31]=[C:30]([CH:35]=[CH:34][CH:33]=1)[O:29][C:26]1[CH:27]=[CH:28][C:23]([CH2:22][CH2:21][C:20]([OH:40])=[O:19])=[C:24]([CH3:39])[CH:25]=1)[CH3:37])=[O:14])=[C:5]2[CH2:15][CH2:16][CH3:17], predict the reactants needed to synthesize it. The reactants are: [Cl:1][C:2]1[CH:3]=[C:4]2[C:8](=[CH:9][CH:10]=1)[N:7]([CH3:11])[C:6]([C:12]([OH:14])=O)=[C:5]2[CH2:15][CH2:16][CH3:17].C[O:19][C:20](=[O:40])[CH2:21][CH2:22][C:23]1[CH:28]=[CH:27][C:26]([O:29][C:30]2[CH:35]=[CH:34][CH:33]=[C:32]([C@H:36]([NH2:38])[CH3:37])[CH:31]=2)=[CH:25][C:24]=1[CH3:39]. (6) Given the product [Cl:49][C:21]1[C:22]([O:24][CH2:25][CH3:26])=[CH:23][C:18]([CH2:17][N:14]2[CH2:15][CH2:16][CH:11]([NH:10][C:8](=[O:9])[C:7]3[CH:31]=[C:32]([O:34][CH3:35])[CH:33]=[C:5]([O:4][CH2:3][C:1]#[N:2])[CH:6]=3)[CH2:12][CH2:13]2)=[CH:19][C:20]=1[O:28][CH2:29][CH3:30], predict the reactants needed to synthesize it. The reactants are: [C:1]([CH2:3][O:4][C:5]1[CH:6]=[C:7]([CH:31]=[C:32]([O:34][CH3:35])[CH:33]=1)[C:8]([NH:10][CH:11]1[CH2:16][CH2:15][N:14]([CH2:17][C:18]2[CH:23]=[C:22]([O:24][CH2:25][CH3:26])[C:21](F)=[C:20]([O:28][CH2:29][CH3:30])[CH:19]=2)[CH2:13][CH2:12]1)=[O:9])#[N:2].C(OC(=O)C1C=C(OCC)C([Cl:49])=C(OCC)C=1)C.ClC1C(OCC)=CC(CN2CCC(NC(=O)C3C=C(OC)C=C(CO)C=3)CC2)=CC=1OCC.C([BH3-])#N.[Na+].C(N(C(C)C)C(C)C)C. (7) The reactants are: [Mg].[C:2](=[O:4])=[O:3].Cl[C:6]([C:9]1[CH:14]=[CH:13][C:12]([C:15](=[O:20])[CH2:16][CH2:17][CH2:18][Cl:19])=[CH:11][CH:10]=1)([CH3:8])[CH3:7].Cl. Given the product [Cl:19][CH2:18][CH2:17][CH2:16][C:15]([C:12]1[CH:11]=[CH:10][C:9]([C:6]([CH3:8])([CH3:7])[C:2]([OH:4])=[O:3])=[CH:14][CH:13]=1)=[O:20], predict the reactants needed to synthesize it.